Dataset: Reaction yield outcomes from USPTO patents with 853,638 reactions. Task: Predict the reaction yield, written as a fraction of the theoretical maximum amount of product (1.0 means a 100% yield; for example, 0.34 means a 34% yield). (1) The reactants are [F:1][C:2]1[C:25]([NH:26][C:27]([NH:29][C:30]2[CH:35]=[C:34]([CH3:36])[N:33]=[CH:32][CH:31]=2)=[O:28])=[CH:24][CH:23]=[CH:22][C:3]=1[CH2:4][N:5]1[CH2:10][CH2:9][N:8]([C:11]([O:13][CH2:14]C2C=CC=CC=2)=[O:12])[C@H:7]([CH3:21])[CH2:6]1.CCN(CC)CC.ClC(OC)=O. The catalyst is CO.[Pd]. The product is [F:1][C:2]1[C:25]([NH:26][C:27]([NH:29][C:30]2[CH:31]=[CH:32][N:33]=[C:34]([CH3:36])[CH:35]=2)=[O:28])=[CH:24][CH:23]=[CH:22][C:3]=1[CH2:4][N:5]1[CH2:10][CH2:9][N:8]([C:11]([O:13][CH3:14])=[O:12])[C@H:7]([CH3:21])[CH2:6]1. The yield is 0.500. (2) The reactants are [NH2:1][C:2]1[N:3]([CH2:27][C:28]2[CH:33]=[CH:32][CH:31]=[CH:30][CH:29]=2)[N:4]=[C:5]2[C:10]=1[CH:9]=[CH:8][C:7]([C:11]1[CH:12]=[C:13]([CH:21]3[CH2:26][CH2:25][NH:24][CH2:23][CH2:22]3)[N:14]3[C:19]=1[C:18]([NH2:20])=[N:17][CH:16]=[N:15]3)=[CH:6]2.ClC[C:36]([N:38]([CH3:40])[CH3:39])=[O:37]. No catalyst specified. The product is [NH2:20][C:18]1[C:19]2=[C:11]([C:7]3[CH:8]=[CH:9][C:10]4[C:5]([CH:6]=3)=[N:4][N:3]([CH2:27][C:28]3[CH:33]=[CH:32][CH:31]=[CH:30][CH:29]=3)[C:2]=4[NH2:1])[CH:12]=[C:13]([CH:21]3[CH2:26][CH2:25][N:24]([C:36]([N:38]([CH3:40])[CH3:39])=[O:37])[CH2:23][CH2:22]3)[N:14]2[N:15]=[CH:16][N:17]=1. The yield is 0.460. (3) The yield is 0.910. The reactants are [CH3:1][S:2](Cl)(=[O:4])=[O:3].[C:6]([O:10][C:11]([NH:13][C:14]1[C:15]([NH:19][C:20]([C:22]2[CH:27]=[CH:26][C:25]([CH2:28][OH:29])=[CH:24][N:23]=2)=[O:21])=[CH:16][S:17][CH:18]=1)=[O:12])([CH3:9])([CH3:8])[CH3:7].C(N(CC)CC)C.O. The product is [C:6]([O:10][C:11]([NH:13][C:14]1[C:15]([NH:19][C:20]([C:22]2[CH:27]=[CH:26][C:25]([CH2:28][O:29][S:2]([CH3:1])(=[O:4])=[O:3])=[CH:24][N:23]=2)=[O:21])=[CH:16][S:17][CH:18]=1)=[O:12])([CH3:9])([CH3:7])[CH3:8]. The catalyst is ClCCl.C(OCC)(=O)C. (4) The reactants are [Br:1][C:2]1[CH:3]=[CH:4][C:5]([F:19])=[C:6]([CH2:8][NH:9][C:10]2[C:11]([F:18])=[C:12]([OH:17])[CH:13]=[CH:14][C:15]=2[F:16])[CH:7]=1.C([O-])([O-])=O.[Na+].[Na+].Br[CH2:27][C:28]([O:30][CH2:31][CH3:32])=[O:29].O. The catalyst is CN(C=O)C. The product is [Br:1][C:2]1[CH:3]=[CH:4][C:5]([F:19])=[C:6]([CH2:8][NH:9][C:10]2[C:11]([F:18])=[C:12]([CH:13]=[CH:14][C:15]=2[F:16])[O:17][CH2:27][C:28]([O:30][CH2:31][CH3:32])=[O:29])[CH:7]=1. The yield is 0.750. (5) The reactants are [CH3:1][O:2][C:3]1[C:8]([O:9][CH3:10])=[CH:7][CH:6]=[CH:5][C:4]=1[OH:11].Cl[C:13]1[C:18]([N+:19]([O-:21])=[O:20])=[CH:17][CH:16]=[CH:15][C:14]=1[CH3:22].[CH3:23][O:24][C:25]1[C:39]([O:40][CH3:41])=[CH:38][CH:37]=[CH:36][C:26]=1[O:27][C:28]1[C:34]([CH3:35])=[CH:33][CH:32]=[CH:31][C:29]=1[NH2:30].[NH2:42][C:43]1[S:44][CH:45]=[CH:46][N:47]=1. No catalyst specified. The product is [CH3:1][O:2][C:3]1[C:8]([O:9][CH3:10])=[CH:7][CH:6]=[CH:5][C:4]=1[O:11][C:13]1[C:18]([N+:19]([O-:21])=[O:20])=[CH:17][CH:16]=[CH:15][C:14]=1[CH3:22].[CH3:23][O:24][C:25]1[C:39]([O:40][CH3:41])=[CH:38][CH:37]=[CH:36][C:26]=1[O:27][C:28]1[C:34]([CH3:35])=[CH:33][CH:32]=[CH:31][C:29]=1[NH:30][C:4]([NH:42][C:43]1[S:44][CH:45]=[CH:46][N:47]=1)=[O:11]. The yield is 0.560. (6) The reactants are [CH3:1][N:2]([C:11]1[CH:12]=[CH:13][CH:14]=[C:15]2[C:19]=1[NH:18][C:17]([C:20]1[S:21][C:22]3([CH2:29][CH2:28][NH:27][CH2:26][CH2:25]3)[CH2:23][N:24]=1)=[CH:16]2)[S:3]([C:6]1[S:7][CH:8]=[CH:9][CH:10]=1)(=[O:5])=[O:4].[CH3:30][S:31](Cl)(=[O:33])=[O:32].C(N(CC)CC)C. The catalyst is O1CCCC1. The product is [CH3:1][N:2]([C:11]1[CH:12]=[CH:13][CH:14]=[C:15]2[C:19]=1[NH:18][C:17]([C:20]1[S:21][C:22]3([CH2:29][CH2:28][N:27]([S:31]([CH3:30])(=[O:33])=[O:32])[CH2:26][CH2:25]3)[CH2:23][N:24]=1)=[CH:16]2)[S:3]([C:6]1[S:7][CH:8]=[CH:9][CH:10]=1)(=[O:4])=[O:5]. The yield is 0.360.